Predict which catalyst facilitates the given reaction. From a dataset of Catalyst prediction with 721,799 reactions and 888 catalyst types from USPTO. (1) Reactant: [F:1][C:2]([F:24])([F:23])[C:3]1[CH:22]=[CH:21][C:6]([O:7][C:8]2[CH:20]=[CH:19][C:11]([O:12][CH2:13][C@@H:14]3[CH2:18][CH2:17][CH2:16][NH:15]3)=[CH:10][CH:9]=2)=[CH:5][CH:4]=1.FC(F)(F)C1C=CC(OC2C=CC(O)=CC=2)=CC=1.[H-].[Na+].[C:45]([O:49][C:50](N1CCC[C@H]1COS(C1C=CC(C)=CC=1)(=O)=O)=[O:51])([CH3:48])([CH3:47])[CH3:46]. Product: [C:50]([N:15]1[CH2:16][CH2:17][CH2:18][C@H:14]1[CH2:13][O:12][C:11]1[CH:19]=[CH:20][C:8]([O:7][C:6]2[CH:21]=[CH:22][C:3]([C:2]([F:1])([F:23])[F:24])=[CH:4][CH:5]=2)=[CH:9][CH:10]=1)([O:49][C:45]([CH3:48])([CH3:47])[CH3:46])=[O:51]. The catalyst class is: 3. (2) Reactant: C([O:3][C:4](=[O:28])[CH:5]([C:10]1[CH:11]=[C:12]([C:21]2[CH:26]=[CH:25][C:24]([Cl:27])=[CH:23][CH:22]=2)[C:13]([O:16][CH2:17][CH:18]2[CH2:20][CH2:19]2)=[CH:14][CH:15]=1)[CH2:6][CH:7]([CH3:9])[CH3:8])C.O.[OH-].[Li+]. Product: [CH:18]1([CH2:17][O:16][C:13]2[C:12]([C:21]3[CH:26]=[CH:25][C:24]([Cl:27])=[CH:23][CH:22]=3)=[CH:11][C:10]([CH:5]([CH2:6][CH:7]([CH3:9])[CH3:8])[C:4]([OH:28])=[O:3])=[CH:15][CH:14]=2)[CH2:19][CH2:20]1. The catalyst class is: 200. (3) Reactant: [SH2:1].O=[C:3]1[CH2:8][CH2:7][N:6]([C:9]([O:11][C:12]([CH3:15])([CH3:14])[CH3:13])=[O:10])[CH2:5][CH2:4]1.[BH4-].[Na+]. Product: [SH:1][CH:3]1[CH2:8][CH2:7][N:6]([C:9]([O:11][C:12]([CH3:15])([CH3:14])[CH3:13])=[O:10])[CH2:5][CH2:4]1. The catalyst class is: 32. (4) Reactant: [C:1](N1C=CN=C1)(N1C=CN=C1)=[O:2].[NH2:13][C@@H:14]([CH2:25][S:26][CH2:27][CH2:28][NH:29][C:30]([O:32][CH2:33][C:34]1[CH:39]=[CH:38][CH:37]=[CH:36][CH:35]=1)=[O:31])[C:15]([O:17][CH2:18][C:19]1[CH:24]=[CH:23][CH:22]=[CH:21][CH:20]=1)=[O:16].C(N(CC)CC)C.[NH2:47][C@@H:48]1[CH2:63][C:62]2=[CH:64][CH:65]=[C:59]([CH:60]=[CH:61]2)[O:58][CH2:57][CH2:56][CH2:55][CH2:54][O:53][CH2:52][C@H:51]([CH:66]([CH3:68])[CH3:67])[NH:50][C:49]1=[O:69]. Product: [CH2:33]([O:32][C:30]([NH:29][CH2:28][CH2:27][S:26][CH2:25][C@H:14]([NH:13][C:1]([NH:47][C@@H:48]1[CH2:63][C:62]2=[CH:61][CH:60]=[C:59]([CH:65]=[CH:64]2)[O:58][CH2:57][CH2:56][CH2:55][CH2:54][O:53][CH2:52][C@H:51]([CH:66]([CH3:67])[CH3:68])[NH:50][C:49]1=[O:69])=[O:2])[C:15]([O:17][CH2:18][C:19]1[CH:20]=[CH:21][CH:22]=[CH:23][CH:24]=1)=[O:16])=[O:31])[C:34]1[CH:35]=[CH:36][CH:37]=[CH:38][CH:39]=1. The catalyst class is: 3. (5) Reactant: Br[C:2]1[CH:7]=[C:6]([N+:8]([O-:10])=[O:9])[CH:5]=[CH:4][C:3]=1[CH3:11].CN(C=O)C.CC1(C)C(C)(C)OB([C:25]2[CH2:26][CH2:27][N:28]([C:31]([O:33][C:34]([CH3:37])([CH3:36])[CH3:35])=[O:32])[CH2:29][CH:30]=2)O1.C([O-])([O-])=O.[K+].[K+]. Product: [N+:8]([C:6]1[CH:5]=[CH:4][C:3]([CH3:11])=[C:2]([C:25]2[CH2:30][CH2:29][N:28]([C:31]([O:33][C:34]([CH3:37])([CH3:36])[CH3:35])=[O:32])[CH2:27][CH:26]=2)[CH:7]=1)([O-:10])=[O:9]. The catalyst class is: 161. (6) Reactant: [S:1]1[CH:5]=[CH:4][CH:3]=[C:2]1[CH2:6][CH:7]([C:9]([OH:11])=[O:10])[NH2:8].C([O-])([O-])=O.[K+].[K+].[C:18](Cl)([O:20][CH2:21][C:22]1[CH:27]=[CH:26][CH:25]=[CH:24][CH:23]=1)=[O:19].CCOC(C)=O.CC(O)=O.CC#N.O. Product: [CH2:21]([O:20][C:18]([NH:8][CH:7]([C:9]([OH:11])=[O:10])[CH2:6][C:2]1[S:1][CH:5]=[CH:4][CH:3]=1)=[O:19])[C:22]1[CH:27]=[CH:26][CH:25]=[CH:24][CH:23]=1. The catalyst class is: 6. (7) Reactant: [F:1][C:2]1[CH:3]=[C:4]([CH2:18][O:19][C:20]2[CH:25]=[CH:24][C:23]([CH2:26][CH2:27][C:28]([O:30][CH2:31][CH3:32])=[O:29])=[C:22]([CH3:33])[C:21]=2[CH3:34])[C:5]2[O:9][C:8]([CH2:10][CH2:11]OS(C)(=O)=O)=[CH:7][C:6]=2[CH:17]=1.[CH3:35][NH:36][CH3:37].C(=O)([O-])[O-].[K+].[K+]. Product: [CH3:35][N:36]([CH3:37])[CH2:11][CH2:10][C:8]1[O:9][C:5]2[C:4]([CH2:18][O:19][C:20]3[CH:25]=[CH:24][C:23]([CH2:26][CH2:27][C:28]([O:30][CH2:31][CH3:32])=[O:29])=[C:22]([CH3:33])[C:21]=3[CH3:34])=[CH:3][C:2]([F:1])=[CH:17][C:6]=2[CH:7]=1. The catalyst class is: 9.